This data is from Full USPTO retrosynthesis dataset with 1.9M reactions from patents (1976-2016). The task is: Predict the reactants needed to synthesize the given product. (1) Given the product [CH3:32][O:33][C:34](=[O:37])[CH2:35][NH:36][C:25](=[O:26])[C:24]1[CH:28]=[CH:29][C:21]([C:3]([CH2:1][CH3:2])([C:6]2[CH:11]=[CH:10][C:9]([O:12][CH2:13][C:14]([CH2:18][CH3:19])([OH:17])[CH2:15][CH3:16])=[C:8]([CH3:20])[CH:7]=2)[CH2:4][CH3:5])=[CH:22][C:23]=1[CH3:30], predict the reactants needed to synthesize it. The reactants are: [CH2:1]([C:3]([C:21]1[CH:29]=[CH:28][C:24]([C:25](O)=[O:26])=[C:23]([CH3:30])[CH:22]=1)([C:6]1[CH:11]=[CH:10][C:9]([O:12][CH2:13][C:14]([CH2:18][CH3:19])([OH:17])[CH2:15][CH3:16])=[C:8]([CH3:20])[CH:7]=1)[CH2:4][CH3:5])[CH3:2].Cl.[CH3:32][O:33][C:34](=[O:37])[CH2:35][NH2:36]. (2) Given the product [CH2:1]([N:8]1[CH:12]=[CH:11][N:10]=[C:9]1[C:21]([O:23][CH2:24][CH3:25])=[O:22])[C:2]1[CH:3]=[CH:4][CH:5]=[CH:6][CH:7]=1, predict the reactants needed to synthesize it. The reactants are: [CH2:1]([N:8]1[CH:12]=[CH:11][N:10]=[CH:9]1)[C:2]1[CH:7]=[CH:6][CH:5]=[CH:4][CH:3]=1.C(N(CC)CC)C.Cl[C:21]([O:23][CH2:24][CH3:25])=[O:22]. (3) Given the product [OH:21][C:22]1[CH:49]=[CH:48][C:47]([CH:50]2[CH2:55][CH2:54][CH2:53][CH2:52][N:51]2[CH3:3])=[CH:46][C:23]=1[C:24]([NH:26][C:27]1[CH:39]=[C:38]([C:40]2[CH:45]=[CH:44][CH:43]=[CH:42][CH:41]=2)[CH:37]=[CH:36][C:28]=1[C:29]([O:31][C:32]([CH3:35])([CH3:34])[CH3:33])=[O:30])=[O:25], predict the reactants needed to synthesize it. The reactants are: C=O.[C:3](O)(=O)C.C(O[BH-](OC(=O)C)OC(=O)C)(=O)C.[Na+].[OH:21][C:22]1[CH:49]=[CH:48][C:47]([CH:50]2[CH2:55][CH2:54][CH2:53][CH2:52][NH:51]2)=[CH:46][C:23]=1[C:24]([NH:26][C:27]1[CH:39]=[C:38]([C:40]2[CH:45]=[CH:44][CH:43]=[CH:42][CH:41]=2)[CH:37]=[CH:36][C:28]=1[C:29]([O:31][C:32]([CH3:35])([CH3:34])[CH3:33])=[O:30])=[O:25]. (4) The reactants are: CCN(C(C)C)C(C)C.[C:10]([O:14][C:15]([NH:17][CH2:18][C:19]([OH:21])=O)=[O:16])([CH3:13])([CH3:12])[CH3:11].C1CN([P+](ON2N=NC3C=CC=CC2=3)(N2CCCC2)N2CCCC2)CC1.F[P-](F)(F)(F)(F)F.[F:55][C:56]([F:60])([F:59])[CH2:57][NH2:58]. Given the product [C:10]([O:14][C:15](=[O:16])[NH:17][CH2:18][C:19](=[O:21])[NH:58][CH2:57][C:56]([F:60])([F:59])[F:55])([CH3:11])([CH3:12])[CH3:13], predict the reactants needed to synthesize it. (5) Given the product [OH:4][C:5]1[CH:26]=[CH:25][C:8]([CH:9]2[CH2:18][C:17]3[C:12](=[CH:13][C:14]([OH:19])=[CH:15][CH:16]=3)[O:11][CH:10]2[CH2:23][CH3:24])=[CH:7][CH:6]=1, predict the reactants needed to synthesize it. The reactants are: C([O:4][C:5]1[CH:26]=[CH:25][C:8]([CH:9]2[CH2:18][C:17]3[C:12](=[CH:13][C:14]([O:19]C(=O)C)=[CH:15][CH:16]=3)[O:11][CH:10]2[CH2:23][CH3:24])=[CH:7][CH:6]=1)(=O)C.[OH-].[K+].C(O)(=O)C. (6) The reactants are: [CH3:1][O:2][C:3]1[CH:4]=[CH:5][C:6]([N+:12]([O-])=O)=[C:7]([CH:11]=1)[C:8]([NH2:10])=[O:9]. Given the product [NH2:12][C:6]1[CH:5]=[CH:4][C:3]([O:2][CH3:1])=[CH:11][C:7]=1[C:8]([NH2:10])=[O:9], predict the reactants needed to synthesize it. (7) Given the product [CH3:35][O:36][C:37]([C:39]1[N:40]=[N:9][C:8]([O:11][CH2:12][C:13]2[CH:18]=[CH:17][C:16]([CH:19]([CH3:33])[C:20]([C:26]3[CH:31]=[CH:30][N:29]=[C:28]([Cl:32])[CH:27]=3)([OH:25])[C:21]([F:22])([F:24])[F:23])=[C:15]([Cl:34])[CH:14]=2)=[CH:7][CH:44]=1)=[O:38], predict the reactants needed to synthesize it. The reactants are: COC(C1C=[N:9][C:8]([O:11][CH2:12][C:13]2[CH:18]=[CH:17][C:16]([CH:19]([CH3:33])[C:20]([C:26]3[CH:31]=[CH:30][N:29]=[C:28]([Cl:32])[CH:27]=3)([OH:25])[C:21]([F:24])([F:23])[F:22])=[C:15]([Cl:34])[CH:14]=2)=[CH:7]N=1)=O.[CH3:35][O:36][C:37]([C:39]1[N:40]=NC(Cl)=C[CH:44]=1)=[O:38]. (8) Given the product [CH3:38][S:39]([CH2:42][CH2:43][N:7]([CH2:6][C:5]1[CH:4]=[CH:3][C:2]([CH3:1])=[CH:37][CH:36]=1)[C:8]1[CH:9]=[CH:10][C:11]([S:14]([N:17]([CH2:18][C:19]2[CH:24]=[CH:23][C:22]([O:25][CH3:26])=[CH:21][CH:20]=2)[CH2:27][C:28]2[CH:29]=[CH:30][C:31]([O:34][CH3:35])=[CH:32][CH:33]=2)(=[O:15])=[O:16])=[CH:12][CH:13]=1)(=[O:41])=[O:40], predict the reactants needed to synthesize it. The reactants are: [CH3:1][C:2]1[CH:37]=[CH:36][C:5]([CH2:6][NH:7][C:8]2[CH:13]=[CH:12][C:11]([S:14]([N:17]([CH2:27][C:28]3[CH:33]=[CH:32][C:31]([O:34][CH3:35])=[CH:30][CH:29]=3)[CH2:18][C:19]3[CH:24]=[CH:23][C:22]([O:25][CH3:26])=[CH:21][CH:20]=3)(=[O:16])=[O:15])=[CH:10][CH:9]=2)=[CH:4][CH:3]=1.[CH3:38][S:39]([CH:42]=[CH2:43])(=[O:41])=[O:40].[H-].[Na+]. (9) Given the product [Br:1][C:2]1[N:7]=[C:6]([C:8]([OH:14])=[O:19])[C:5]([OH:10])=[C:4]([O:11][CH2:12][CH3:13])[CH:3]=1, predict the reactants needed to synthesize it. The reactants are: [Br:1][C:2]1[N:7]=[C:6]([C:8]#N)[C:5]([OH:10])=[C:4]([O:11][CH2:12][CH3:13])[CH:3]=1.[OH:14]S(O)(=O)=O.[OH-:19].[Na+]. (10) Given the product [Cl:22][C:16]1[CH:17]=[C:18]([Cl:21])[CH:19]=[CH:20][C:15]=1[C:14]1[N:10]([NH:9][C:3]2[CH:4]=[CH:5][C:6]([F:8])=[CH:7][C:2]=2[F:1])[CH:11]=[N:12][CH:13]=1, predict the reactants needed to synthesize it. The reactants are: [F:1][C:2]1[CH:7]=[C:6]([F:8])[CH:5]=[CH:4][C:3]=1[NH:9][N:10]1[C:14]([C:15]2[CH:20]=[CH:19][C:18]([Cl:21])=[CH:17][C:16]=2[Cl:22])=[CH:13][NH:12][C:11]1=S.OO.O.